This data is from Peptide-MHC class II binding affinity with 134,281 pairs from IEDB. The task is: Regression. Given a peptide amino acid sequence and an MHC pseudo amino acid sequence, predict their binding affinity value. This is MHC class II binding data. (1) The peptide sequence is HLAEENEGDNACKRT. The MHC is DRB4_0101 with pseudo-sequence DRB4_0103. The binding affinity (normalized) is 0.0746. (2) The peptide sequence is YANYRDIDLGRNEVV. The MHC is DRB4_0101 with pseudo-sequence DRB4_0103. The binding affinity (normalized) is 0.202. (3) The peptide sequence is EKKYFAATQFEPLAK. The MHC is DRB1_0701 with pseudo-sequence DRB1_0701. The binding affinity (normalized) is 0.557. (4) The peptide sequence is ETAEGGEIHELLRLQ. The MHC is HLA-DQA10401-DQB10402 with pseudo-sequence HLA-DQA10401-DQB10402. The binding affinity (normalized) is 0.280. (5) The peptide sequence is GELQIVDKIDAAYKI. The MHC is DRB1_1201 with pseudo-sequence DRB1_1201. The binding affinity (normalized) is 0.645. (6) The peptide sequence is EPIAAYHFDLSGKAF. The MHC is DRB1_0301 with pseudo-sequence DRB1_0301. The binding affinity (normalized) is 0.279.